From a dataset of Forward reaction prediction with 1.9M reactions from USPTO patents (1976-2016). Predict the product of the given reaction. The product is: [NH2:11][C:12]1([CH2:25][OH:26])[CH2:17][CH2:16][N:15]([C:18]([O:20][C:21]([CH3:22])([CH3:23])[CH3:24])=[O:19])[CH2:14][CH2:13]1. Given the reactants C(OC([NH:11][C:12]1([CH2:25][OH:26])[CH2:17][CH2:16][N:15]([C:18]([O:20][C:21]([CH3:24])([CH3:23])[CH3:22])=[O:19])[CH2:14][CH2:13]1)=O)C1C=CC=CC=1, predict the reaction product.